This data is from Full USPTO retrosynthesis dataset with 1.9M reactions from patents (1976-2016). The task is: Predict the reactants needed to synthesize the given product. (1) Given the product [Cl:1][C:2]1[CH:7]=[CH:6][C:5]([N:8]2[CH2:9][CH2:10][CH:11]([NH:14][CH3:15])[CH2:12][CH2:13]2)=[CH:4][CH:3]=1, predict the reactants needed to synthesize it. The reactants are: [Cl:1][C:2]1[CH:7]=[CH:6][C:5]([N:8]2[CH2:13][CH2:12][CH:11]([N:14](C)[C:15](=O)OC(C)(C)C)[CH2:10][CH2:9]2)=[CH:4][CH:3]=1. (2) Given the product [C:1]([C:5]1[CH:10]=[CH:9][CH:8]=[CH:7][C:6]=1[N:11]1[CH2:12][CH2:13][N:14]([C:17](=[O:29])[CH2:18][S:19][C:20]2[N:24]([CH3:25])[N:23]=[C:22]([CH3:26])[C:21]=2[C:27]([OH:31])=[O:28])[CH2:15][CH2:16]1)([CH3:4])([CH3:2])[CH3:3], predict the reactants needed to synthesize it. The reactants are: [C:1]([C:5]1[CH:10]=[CH:9][CH:8]=[CH:7][C:6]=1[N:11]1[CH2:16][CH2:15][N:14]([C:17](=[O:29])[CH2:18][S:19][C:20]2[N:24]([CH3:25])[N:23]=[C:22]([CH3:26])[C:21]=2[CH:27]=[O:28])[CH2:13][CH2:12]1)([CH3:4])([CH3:3])[CH3:2].P([O-])(O)(O)=[O:31].[Na+].CC(=CC)C.Cl([O-])=O.[Na+].S([O-])(O)=O.[Na+].